From a dataset of Forward reaction prediction with 1.9M reactions from USPTO patents (1976-2016). Predict the product of the given reaction. Given the reactants [CH3:1][S:2](Cl)(=[O:4])=[O:3].[CH3:6][C:7]1[C:12]([N:13]2[C:22](=[O:23])[C:21]3[C:16](=[CH:17][CH:18]=[CH:19][CH:20]=3)[N:15]=[CH:14]2)=[CH:11][CH:10]=[CH:9][C:8]=1[C:24]1[CH:32]=[CH:31][C:30]([C:33]([NH2:35])=[O:34])=[C:29]2[C:25]=1[C:26]1[CH2:39][NH:38][CH2:37][CH2:36][C:27]=1[NH:28]2, predict the reaction product. The product is: [CH3:6][C:7]1[C:12]([N:13]2[C:22](=[O:23])[C:21]3[C:16](=[CH:17][CH:18]=[CH:19][CH:20]=3)[N:15]=[CH:14]2)=[CH:11][CH:10]=[CH:9][C:8]=1[C:24]1[CH:32]=[CH:31][C:30]([C:33]([NH2:35])=[O:34])=[C:29]2[C:25]=1[C:26]1[CH2:39][N:38]([S:2]([CH3:1])(=[O:4])=[O:3])[CH2:37][CH2:36][C:27]=1[NH:28]2.